Task: Predict which catalyst facilitates the given reaction.. Dataset: Catalyst prediction with 721,799 reactions and 888 catalyst types from USPTO (1) Reactant: Br[C:2]1[CH:7]=[CH:6][C:5]([Br:8])=[CH:4][CH:3]=1.[Li]CCCC.[Sn:14](Cl)([CH2:23][CH2:24][CH2:25][CH3:26])([CH2:19][CH2:20][CH2:21][CH3:22])[CH2:15][CH2:16][CH2:17][CH3:18]. The catalyst class is: 1. Product: [Br:8][C:5]1[CH:6]=[CH:7][C:2]([Sn:14]([CH2:19][CH2:20][CH2:21][CH3:22])([CH2:23][CH2:24][CH2:25][CH3:26])[CH2:15][CH2:16][CH2:17][CH3:18])=[CH:3][CH:4]=1. (2) Reactant: [CH2:1]([O:3][C:4]([C:6]1[NH:7][C:8]2[C:13]([CH:14]=1)=[CH:12][C:11]([Cl:15])=[CH:10][CH:9]=2)=[O:5])[CH3:2].C(=O)([O-])[O-].[K+].[K+].[CH2:22](Cl)[C:23]1[CH:28]=[CH:27][CH:26]=[CH:25][CH:24]=1. Product: [CH2:1]([O:3][C:4]([C:6]1[N:7]([CH2:22][C:23]2[CH:28]=[CH:27][CH:26]=[CH:25][CH:24]=2)[C:8]2[C:13]([CH:14]=1)=[CH:12][C:11]([Cl:15])=[CH:10][CH:9]=2)=[O:5])[CH3:2]. The catalyst class is: 9.